Dataset: Forward reaction prediction with 1.9M reactions from USPTO patents (1976-2016). Task: Predict the product of the given reaction. (1) Given the reactants [CH:1]1([N:5]2[CH2:10][CH2:9][N:8]([C:11]([C@H:13]3[CH2:18][CH2:17][C@@H:16]([OH:19])[CH2:15][CH2:14]3)=[O:12])[CH2:7][CH2:6]2)[CH2:4][CH2:3][CH2:2]1.[N:20]1([C:25]2[CH:30]=[CH:29][C:28](O)=[CH:27][CH:26]=2)[CH:24]=[N:23][CH:22]=[N:21]1.C1(P(C2C=CC=CC=2)C2C=CC=CC=2)C=CC=CC=1.N(C(OC(C)(C)C)=O)=NC(OC(C)(C)C)=O, predict the reaction product. The product is: [CH:1]1([N:5]2[CH2:10][CH2:9][N:8]([C:11]([C@H:13]3[CH2:18][CH2:17][C@H:16]([O:19][C:28]4[CH:29]=[CH:30][C:25]([N:20]5[CH:24]=[N:23][CH:22]=[N:21]5)=[CH:26][CH:27]=4)[CH2:15][CH2:14]3)=[O:12])[CH2:7][CH2:6]2)[CH2:4][CH2:3][CH2:2]1. (2) Given the reactants [CH3:1][C@@H:2]([OH:6])[C@H:3]([OH:5])[CH3:4].[CH2:7](Br)[C:8]1[CH:13]=[CH:12][CH:11]=[CH:10][CH:9]=1, predict the reaction product. The product is: [CH2:7]([O:5][C@H:3]([CH3:4])[C@H:2]([OH:6])[CH3:1])[C:8]1[CH:13]=[CH:12][CH:11]=[CH:10][CH:9]=1. (3) Given the reactants O[C:2]1([C:13]2[CH:18]=[CH:17][N:16]=[CH:15][CH:14]=2)[CH2:11][C:10]2[C:5](=[CH:6][CH:7]=[N:8][CH:9]=2)[C:4](=O)[NH:3]1.[OH-].[Na+].O=P(Cl)(Cl)[Cl:23], predict the reaction product. The product is: [Cl:23][C:4]1[C:5]2[C:10](=[CH:9][N:8]=[CH:7][CH:6]=2)[CH:11]=[C:2]([C:13]2[CH:18]=[CH:17][N:16]=[CH:15][CH:14]=2)[N:3]=1. (4) Given the reactants [ClH:1].[CH3:2][C@@:3]([OH:35])([C:31]([CH3:34])([CH3:33])[CH3:32])[C@@H:4]1[C@:9]2([O:29][CH3:30])[C@@H:10]3[O:24][C:19]4=[C:20]([OH:23])[CH:21]=[CH:22][C:17]5=[C:18]4[C@:11]43[CH2:12][CH2:13][N:14]([CH2:25][CH:26]3[CH2:28][CH2:27]3)[C@H:15]([CH2:16]5)[C@@:6]4([CH2:7][CH2:8]2)[CH2:5]1, predict the reaction product. The product is: [CH3:2][C@@:3]([OH:35])([C:31]([CH3:34])([CH3:33])[CH3:32])[C@@H:4]1[C@:9]2([O:29][CH3:30])[C@@H:10]3[O:24][C:19]4=[C:20]([OH:23])[CH:21]=[CH:22][C:17]5=[C:18]4[C@:11]43[CH2:12][CH2:13][N:14]([CH2:25][CH:26]3[CH2:27][CH2:28]3)[C@H:15]([CH2:16]5)[C@@:6]4([CH2:7][CH2:8]2)[CH2:5]1.[ClH:1]. (5) Given the reactants [C:1]1([CH:7]2[CH2:12][CH:11]([OH:13])[CH2:10][CH2:9][NH:8]2)[CH:6]=[CH:5][CH:4]=[CH:3][CH:2]=1.C([O-])([O-])=O.[K+].[K+].Cl[CH2:21][C:22]1[C:30]([CH3:31])=[CH:29][C:28]([CH3:32])=[C:27]2[C:23]=1[CH:24]=[CH:25][N:26]2[S:33]([C:36]1[CH:42]=[CH:41][C:39]([CH3:40])=[CH:38][CH:37]=1)(=[O:35])=[O:34].O, predict the reaction product. The product is: [CH3:31][C:30]1[C:22]([CH2:21][N:8]2[CH2:9][CH2:10][CH:11]([OH:13])[CH2:12][CH:7]2[C:1]2[CH:2]=[CH:3][CH:4]=[CH:5][CH:6]=2)=[C:23]2[C:27](=[C:28]([CH3:32])[CH:29]=1)[N:26]([S:33]([C:36]1[CH:42]=[CH:41][C:39]([CH3:40])=[CH:38][CH:37]=1)(=[O:34])=[O:35])[CH:25]=[CH:24]2.